Dataset: Full USPTO retrosynthesis dataset with 1.9M reactions from patents (1976-2016). Task: Predict the reactants needed to synthesize the given product. (1) Given the product [Br:2][C:3]1[CH:4]=[CH:5][C:6]([S:11]([CH2:14][CH3:15])(=[O:13])=[O:12])=[C:7]([CH:10]=1)[CH2:8][NH:9][C:22](=[O:23])[C:21]1[CH:25]=[CH:26][CH:27]=[C:19]([O:18][C:17]([F:16])([F:28])[F:29])[CH:20]=1, predict the reactants needed to synthesize it. The reactants are: Cl.[Br:2][C:3]1[CH:4]=[CH:5][C:6]([S:11]([CH2:14][CH3:15])(=[O:13])=[O:12])=[C:7]([CH:10]=1)[CH2:8][NH2:9].[F:16][C:17]([F:29])([F:28])[O:18][C:19]1[CH:20]=[C:21]([CH:25]=[CH:26][CH:27]=1)[C:22](O)=[O:23]. (2) Given the product [CH:13]1([C:9]2[CH:8]=[C:7]([C:16]([O:18][CH3:19])=[O:17])[C:6](=[O:20])[N:5]3[C:10]=2[C:11]([CH3:12])=[C:2]([C:29]2[CH:34]=[CH:33][C:32]([NH:35][C:36]([NH2:38])=[O:37])=[CH:31][CH:30]=2)[CH:3]=[CH:4]3)[CH2:15][CH2:14]1, predict the reactants needed to synthesize it. The reactants are: Cl[C:2]1[CH:3]=[CH:4][N:5]2[C:10]([C:11]=1[CH3:12])=[C:9]([CH:13]1[CH2:15][CH2:14]1)[CH:8]=[C:7]([C:16]([O:18][CH3:19])=[O:17])[C:6]2=[O:20].CC1(C)C(C)(C)OB([C:29]2[CH:34]=[CH:33][C:32]([NH:35][C:36]([NH2:38])=[O:37])=[CH:31][CH:30]=2)O1. (3) Given the product [NH:1]1[C:9]2[C:4](=[C:5]([C:20]3[N:21]=[C:22]([N:44]4[CH2:49][CH2:48][O:47][CH2:46][CH2:45]4)[C:23]4[O:28][C:27]5[N:29]=[CH:30][C:31]([CH2:33][N:34]6[CH2:35][CH2:36][N:37]([CH2:40][CH2:41][O:42][CH3:43])[CH2:38][CH2:39]6)=[CH:32][C:26]=5[C:24]=4[N:25]=3)[CH:6]=[CH:7][CH:8]=2)[CH:3]=[CH:2]1, predict the reactants needed to synthesize it. The reactants are: [NH:1]1[C:9]2[CH:8]=[CH:7][CH:6]=[C:5](B(O)O)[C:4]=2[CH:3]=[CH:2]1.C(=O)([O-])[O-].[Na+].[Na+].Cl[C:20]1[N:21]=[C:22]([N:44]2[CH2:49][CH2:48][O:47][CH2:46][CH2:45]2)[C:23]2[O:28][C:27]3[N:29]=[CH:30][C:31]([CH2:33][N:34]4[CH2:39][CH2:38][N:37]([CH2:40][CH2:41][O:42][CH3:43])[CH2:36][CH2:35]4)=[CH:32][C:26]=3[C:24]=2[N:25]=1.